Dataset: Reaction yield outcomes from USPTO patents with 853,638 reactions. Task: Predict the reaction yield, written as a fraction of the theoretical maximum amount of product (1.0 means a 100% yield; for example, 0.34 means a 34% yield). (1) The reactants are [CH3:1][CH:2]([CH3:6])[CH2:3][C:4]#[N:5].[Al+3].[Cl-].[Cl-].[Cl-].[Cl:11][C:12]1[CH:18]=[CH:17][C:15]([NH2:16])=[CH:14][CH:13]=1. The catalyst is C1(C)C=CC=CC=1.O. The product is [Cl:11][C:12]1[CH:18]=[CH:17][C:15]([NH:16][C:4](=[NH:5])[CH2:3][CH:2]([CH3:6])[CH3:1])=[CH:14][CH:13]=1. The yield is 0.580. (2) The reactants are C([Li])CCC.C(NC(C)C)(C)C.[C:13]([O:17][C:18]([N:20]1[CH2:25][CH2:24][C:23](=[O:26])[CH2:22][CH2:21]1)=[O:19])([CH3:16])([CH3:15])[CH3:14].C1C=CC(N([S:34]([C:37]([F:40])([F:39])[F:38])(=[O:36])=[O:35])[S:34]([C:37]([F:40])([F:39])[F:38])(=[O:36])=[O:35])=CC=1. The catalyst is C1COCC1. The product is [C:13]([O:17][C:18]([N:20]1[CH2:21][CH:22]=[C:23]([O:26][S:34]([C:37]([F:40])([F:39])[F:38])(=[O:36])=[O:35])[CH2:24][CH2:25]1)=[O:19])([CH3:16])([CH3:14])[CH3:15]. The yield is 0.480. (3) The reactants are Br[C:2]1[CH:3]=[N:4][CH:5]=[C:6]([CH:10]=1)[C:7]([NH2:9])=[O:8].C([Sn](CCCC)(CCCC)[C:16]([O:18]CC)=[CH2:17])CCC.Cl. The catalyst is C1(C)C=CC=CC=1.Cl[Pd](Cl)([P](C1C=CC=CC=1)(C1C=CC=CC=1)C1C=CC=CC=1)[P](C1C=CC=CC=1)(C1C=CC=CC=1)C1C=CC=CC=1. The product is [C:16]([C:2]1[CH:3]=[N:4][CH:5]=[C:6]([CH:10]=1)[C:7]([NH2:9])=[O:8])(=[O:18])[CH3:17]. The yield is 0.780. (4) The reactants are C([O:3][C:4]([C:6]1[NH:24][C:9]2=[N:10][CH:11]=[C:12]([O:14][CH2:15][CH2:16][CH2:17][N:18]3[CH2:23][CH2:22][CH2:21][CH2:20][CH2:19]3)[CH:13]=[C:8]2[CH:7]=1)=[O:5])C.[ClH:25]. The catalyst is O1CCOCC1. The product is [ClH:25].[N:18]1([CH2:17][CH2:16][CH2:15][O:14][C:12]2[CH:13]=[C:8]3[CH:7]=[C:6]([C:4]([OH:5])=[O:3])[NH:24][C:9]3=[N:10][CH:11]=2)[CH2:23][CH2:22][CH2:21][CH2:20][CH2:19]1. The yield is 1.00. (5) The reactants are O1CCCC1.C(CC[N:10]1[C:14]([N+:15]([O-:17])=[O:16])=[CH:13][N:12]=[C:11]1[S:18][C:19]1[CH:24]=[CH:23][C:22]([N+:25]([O-:27])=[O:26])=[CH:21][CH:20]=1)#N.Cl.O. The catalyst is C(OCC)(=O)C. The product is [N+:15]([C:14]1[N:10]=[C:11]([S:18][C:19]2[CH:20]=[CH:21][C:22]([N+:25]([O-:27])=[O:26])=[CH:23][CH:24]=2)[NH:12][CH:13]=1)([O-:17])=[O:16]. The yield is 0.910. (6) The reactants are Cl[C:2]1[N:7]=[C:6]([NH:8][CH:9]2[CH2:11][CH2:10]2)[C:5]([C:12]#[N:13])=[CH:4][N:3]=1.[CH3:14][O:15][CH2:16][CH2:17][NH:18][S:19]([C:22]1[CH:28]=[CH:27][C:25]([NH2:26])=[CH:24][CH:23]=1)(=[O:21])=[O:20]. The catalyst is CC(O)CC. The product is [C:12]([C:5]1[C:6]([NH:8][CH:9]2[CH2:11][CH2:10]2)=[N:7][C:2]([NH:26][C:25]2[CH:27]=[CH:28][C:22]([S:19](=[O:21])(=[O:20])[NH:18][CH2:17][CH2:16][O:15][CH3:14])=[CH:23][CH:24]=2)=[N:3][CH:4]=1)#[N:13]. The yield is 0.770.